Task: Predict the reactants needed to synthesize the given product.. Dataset: Full USPTO retrosynthesis dataset with 1.9M reactions from patents (1976-2016) (1) Given the product [CH3:1][O:2][C:3]([C:5]1[N:6]([CH2:23][C:24]2[CH:29]=[CH:28][CH:27]=[CH:26][CH:25]=2)[C:7](=[O:22])[C:8]2[C:13]([C:14]=1[C:15]1[CH:20]=[CH:19][CH:18]=[CH:17][CH:16]=1)=[CH:12][C:11]([C:44]([O:41][CH3:40])=[O:45])=[CH:10][CH:9]=2)=[O:4], predict the reactants needed to synthesize it. The reactants are: [CH3:1][O:2][C:3]([C:5]1[N:6]([CH2:23][C:24]2[CH:29]=[CH:28][CH:27]=[CH:26][CH:25]=2)[C:7](=[O:22])[C:8]2[C:13]([C:14]=1[C:15]1[CH:20]=[CH:19][CH:18]=[CH:17][CH:16]=1)=[CH:12][C:11](Br)=[CH:10][CH:9]=2)=[O:4].C(N(CC)CC)C.CN([CH:40]=[O:41])C.[C]=O.[CH3:44][OH:45]. (2) Given the product [CH:1]([N:4]1[CH2:5][CH2:6][N:7]([C:10]2[S:11][C:12]3[CH:18]=[C:17]([C:19]([N:28]4[CH2:24][CH2:23][CH2:22][CH2:27][CH2:26]4)=[O:20])[CH:16]=[CH:15][C:13]=3[N:14]=2)[CH2:8][CH2:9]1)([CH3:3])[CH3:2], predict the reactants needed to synthesize it. The reactants are: [CH:1]([N:4]1[CH2:9][CH2:8][N:7]([C:10]2[S:11][C:12]3[CH:18]=[C:17]([C:19](O)=[O:20])[CH:16]=[CH:15][C:13]=3[N:14]=2)[CH2:6][CH2:5]1)([CH3:3])[CH3:2].[CH:22]1[CH:23]=[CH:24]C2N(O)N=[N:28][C:26]=2[CH:27]=1.CCN=C=NCCCN(C)C.C(N(CC)CC)C.N1CCCCC1. (3) Given the product [F:1][C:2]1[CH:10]=[C:9]([N+:11]([O-:13])=[O:12])[CH:8]=[CH:7][C:3]=1[C:4]([O:6][CH3:19])=[O:5], predict the reactants needed to synthesize it. The reactants are: [F:1][C:2]1[CH:10]=[C:9]([N+:11]([O-:13])=[O:12])[CH:8]=[CH:7][C:3]=1[C:4]([OH:6])=[O:5].OS(O)(=O)=O.[CH3:19]O. (4) Given the product [S:16]1[C:17]2[CH:22]=[CH:21][CH:20]=[CH:19][C:18]=2[C:14]([CH2:13][N:12]2[C:32]([C:28]3[N:27]([CH3:26])[CH:31]=[CH:30][CH:29]=3)=[C:9]3[C:10]([N:5]([CH2:1][CH:2]([CH3:4])[CH3:3])[C:6](=[O:25])[N:7]([CH3:24])[C:8]3=[O:23])=[N:11]2)=[CH:15]1, predict the reactants needed to synthesize it. The reactants are: [CH2:1]([N:5]1[C:10]([NH:11][N:12]=[CH:13][C:14]2[C:18]3[CH:19]=[CH:20][CH:21]=[CH:22][C:17]=3[S:16][CH:15]=2)=[CH:9][C:8](=[O:23])[N:7]([CH3:24])[C:6]1=[O:25])[CH:2]([CH3:4])[CH3:3].[CH3:26][N:27]1[CH:31]=[CH:30][CH:29]=[C:28]1[CH:32]=O.C(N(CC)CC)C. (5) The reactants are: C(=O)([O-])[O-].[Na+].[Na+].[C:7]1(B(O)O)[CH:12]=[CH:11][CH:10]=[CH:9][CH:8]=1.Br[C:17]1[C:18]([C:23]([NH:25][C:26]2[CH:38]=[CH:37][C:29]([C:30]([O:32][C:33]([CH3:36])([CH3:35])[CH3:34])=[O:31])=[CH:28][CH:27]=2)=[O:24])=[N:19][CH:20]=[CH:21][CH:22]=1. Given the product [C:7]1([C:17]2[C:18]([C:23]([NH:25][C:26]3[CH:27]=[CH:28][C:29]([C:30]([O:32][C:33]([CH3:34])([CH3:36])[CH3:35])=[O:31])=[CH:37][CH:38]=3)=[O:24])=[N:19][CH:20]=[CH:21][CH:22]=2)[CH:12]=[CH:11][CH:10]=[CH:9][CH:8]=1, predict the reactants needed to synthesize it.